Dataset: Forward reaction prediction with 1.9M reactions from USPTO patents (1976-2016). Task: Predict the product of the given reaction. (1) Given the reactants [N+:1]([C:4]1[C:14]([N+:15]([O-])=O)=[CH:13][C:12]2[CH:11]3[CH2:18][CH:7]([CH2:8][N:9]([C:19](=[O:24])[C:20]([F:23])([F:22])[F:21])[CH2:10]3)[C:6]=2[CH:5]=1)([O-])=O.C([O-])=O.[NH4+], predict the reaction product. The product is: [NH2:1][C:4]1[C:14]([NH2:15])=[CH:13][C:12]2[CH:11]3[CH2:18][CH:7]([CH2:8][N:9]([C:19](=[O:24])[C:20]([F:23])([F:21])[F:22])[CH2:10]3)[C:6]=2[CH:5]=1. (2) Given the reactants [C:1]1([C:7]2[N:14]3[C:10]([S:11][CH:12]=[N:13]3)=[N:9][C:8]=2[C:15]2[CH:24]=[CH:23][C:18]([C:19](OC)=[O:20])=[CH:17][CH:16]=2)[CH:6]=[CH:5][CH:4]=[CH:3][CH:2]=1.CC(C[AlH]CC(C)C)C, predict the reaction product. The product is: [C:1]1([C:7]2[N:14]3[C:10]([S:11][CH:12]=[N:13]3)=[N:9][C:8]=2[C:15]2[CH:16]=[CH:17][C:18]([CH2:19][OH:20])=[CH:23][CH:24]=2)[CH:2]=[CH:3][CH:4]=[CH:5][CH:6]=1. (3) Given the reactants [CH:1]1([C:4]2[N:8]([CH3:9])[C:7]3[CH:10]=[C:11]([N:14]4[CH:19]=[CH:18][C:17]([OH:20])=[CH:16][C:15]4=[O:21])[CH:12]=[CH:13][C:6]=3[N:5]=2)[CH2:3][CH2:2]1.[Br:22][C:23]1[S:27][CH:26]=[C:25]([CH2:28]O)[CH:24]=1.C(P(CCCC)CCCC)CCC.N(C(N1CCCCC1)=O)=NC(N1CCCCC1)=O, predict the reaction product. The product is: [Br:22][C:23]1[S:27][CH:26]=[C:25]([CH2:28][O:20][C:17]2[CH:18]=[CH:19][N:14]([C:11]3[CH:12]=[CH:13][C:6]4[N:5]=[C:4]([CH:1]5[CH2:2][CH2:3]5)[N:8]([CH3:9])[C:7]=4[CH:10]=3)[C:15](=[O:21])[CH:16]=2)[CH:24]=1. (4) Given the reactants [NH2:1][C:2]1[CH:3]=[C:4]([C:8]([C:10]2[C:14]3[CH:15]=[N:16][CH:17]=[CH:18][C:13]=3[N:12]([C:19]([CH3:30])([CH3:29])[CH2:20][O:21][Si:22]([C:25]([CH3:28])([CH3:27])[CH3:26])([CH3:24])[CH3:23])[CH:11]=2)=[O:9])[CH:5]=[N:6][CH:7]=1.[CH:31]([C:34]1[N:35]=[N:36][N:37]([CH2:39][C:40](O)=[O:41])[CH:38]=1)([CH3:33])[CH3:32], predict the reaction product. The product is: [Si:22]([O:21][CH2:20][C:19]([N:12]1[C:13]2[CH:18]=[CH:17][N:16]=[CH:15][C:14]=2[C:10]([C:8]([C:4]2[CH:3]=[C:2]([NH:1][C:40](=[O:41])[CH2:39][N:37]3[CH:38]=[C:34]([CH:31]([CH3:32])[CH3:33])[N:35]=[N:36]3)[CH:7]=[N:6][CH:5]=2)=[O:9])=[CH:11]1)([CH3:30])[CH3:29])([C:25]([CH3:28])([CH3:27])[CH3:26])([CH3:23])[CH3:24].